Dataset: Drug half-life prediction data from Obach et al.. Task: Regression/Classification. Given a drug SMILES string, predict its absorption, distribution, metabolism, or excretion properties. Task type varies by dataset: regression for continuous measurements (e.g., permeability, clearance, half-life) or binary classification for categorical outcomes (e.g., BBB penetration, CYP inhibition). For this dataset (half_life_obach), we predict log10(half-life) (log10 of half-life in hours). The compound is Sc1ncnc2nc[nH]c12. The log10(half-life) is 0.